This data is from Cav3 T-type calcium channel HTS with 100,875 compounds. The task is: Binary Classification. Given a drug SMILES string, predict its activity (active/inactive) in a high-throughput screening assay against a specified biological target. The drug is OC1C2(CN(CC1(CN(C2)C(=O)C)C)C(=O)C)C. The result is 0 (inactive).